Dataset: Peptide-MHC class II binding affinity with 134,281 pairs from IEDB. Task: Regression. Given a peptide amino acid sequence and an MHC pseudo amino acid sequence, predict their binding affinity value. This is MHC class II binding data. (1) The peptide sequence is EKGYFAATQFEPLAA. The MHC is HLA-DPA10201-DPB10101 with pseudo-sequence HLA-DPA10201-DPB10101. The binding affinity (normalized) is 0.620. (2) The peptide sequence is FARIETAFANLYPGE. The MHC is DRB1_1302 with pseudo-sequence DRB1_1302. The binding affinity (normalized) is 0.985. (3) The peptide sequence is AAFNNAIKAGTGGAY. The MHC is DRB1_0901 with pseudo-sequence DRB1_0901. The binding affinity (normalized) is 0.620. (4) The binding affinity (normalized) is 0.295. The MHC is HLA-DQA10301-DQB10302 with pseudo-sequence HLA-DQA10301-DQB10302. The peptide sequence is AQGYQQLSQQMMTAF. (5) The binding affinity (normalized) is 0.587. The peptide sequence is GEPIRFLLSYGEKDF. The MHC is HLA-DQA10501-DQB10301 with pseudo-sequence HLA-DQA10501-DQB10301.